Task: Predict which catalyst facilitates the given reaction.. Dataset: Catalyst prediction with 721,799 reactions and 888 catalyst types from USPTO (1) Reactant: [Cl:1][C:2]1[CH:3]=[C:4]2[C:8](=[CH:9][CH:10]=1)[NH:7][C:6]([C:11]#[N:12])=[C:5]2[S:13]([C:16]1[CH:21]=[CH:20][CH:19]=[CH:18][CH:17]=1)(=[O:15])=[O:14].[NH2:22][OH:23]. Product: [Cl:1][C:2]1[CH:3]=[C:4]2[C:8](=[CH:9][CH:10]=1)[NH:7][C:6]([C:11](=[N:22][OH:23])[NH2:12])=[C:5]2[S:13]([C:16]1[CH:17]=[CH:18][CH:19]=[CH:20][CH:21]=1)(=[O:15])=[O:14]. The catalyst class is: 14. (2) Reactant: C([N:4]1[CH2:9][CH2:8][C:7]2[N:10]([CH3:20])[N:11]=[C:12]([C:13]3[CH:18]=[CH:17][CH:16]=[C:15]([Cl:19])[CH:14]=3)[C:6]=2[CH2:5]1)(=O)C.C([O-])(O)=O.[Na+]. Product: [Cl:19][C:15]1[CH:14]=[C:13]([C:12]2[C:6]3[CH2:5][NH:4][CH2:9][CH2:8][C:7]=3[N:10]([CH3:20])[N:11]=2)[CH:18]=[CH:17][CH:16]=1. The catalyst class is: 33. (3) Reactant: Br[C:2]1[C:10]2[N:9]=[C:8]([CH3:11])[N:7]([CH:12]3[CH2:17][CH2:16][CH2:15][CH2:14][O:13]3)[C:6]=2[CH:5]=[C:4]([Cl:18])[CH:3]=1.[CH3:19][N:20]1C(=O)CCC1. Product: [Cl:18][C:4]1[CH:3]=[C:2]([C:19]#[N:20])[C:10]2[N:9]=[C:8]([CH3:11])[N:7]([CH:12]3[CH2:17][CH2:16][CH2:15][CH2:14][O:13]3)[C:6]=2[CH:5]=1. The catalyst class is: 380. (4) Reactant: [Br:1][C:2]1[N:3]=[C:4]([CH:12]2[CH2:15][CH2:14][CH2:13]2)[N:5]2[CH:10]=[CH:9][N:8]=[C:7](Cl)[C:6]=12.[NH3:16].O. Product: [Br:1][C:2]1[N:3]=[C:4]([CH:12]2[CH2:15][CH2:14][CH2:13]2)[N:5]2[CH:10]=[CH:9][N:8]=[C:7]([NH2:16])[C:6]=12. The catalyst class is: 41.